Dataset: Reaction yield outcomes from USPTO patents with 853,638 reactions. Task: Predict the reaction yield, written as a fraction of the theoretical maximum amount of product (1.0 means a 100% yield; for example, 0.34 means a 34% yield). (1) The reactants are [OH:1][C:2]1[C:9]([N+:10]([O-:12])=[O:11])=[CH:8][C:5]([CH:6]=[O:7])=[CH:4][C:3]=1[O:13]C.[Cl-].[Al+3].[Cl-].[Cl-].N1C=CC=CC=1. The catalyst is CCOC(C)=O. The product is [OH:13][C:3]1[CH:4]=[C:5]([CH:8]=[C:9]([N+:10]([O-:12])=[O:11])[C:2]=1[OH:1])[CH:6]=[O:7]. The yield is 0.673. (2) The reactants are [CH3:1][C:2]1[CH:7]=[CH:6][N:5]=[C:4]([SH:8])[N:3]=1.[OH-].[Na+].I[CH3:12]. No catalyst specified. The product is [CH3:1][C:2]1[CH:7]=[CH:6][N:5]=[C:4]([S:8][CH3:12])[N:3]=1. The yield is 0.980. (3) The reactants are [CH2:1]([CH:8]1[CH2:13][CH2:12][N:11]([C:14]2[C:19]([Br:20])=[C:18]([CH3:21])[N:17]=[C:16]([CH3:22])[C:15]=2[C@H:23]([OH:30])[C:24]([O:26][CH:27]([CH3:29])[CH3:28])=[O:25])[CH2:10][CH2:9]1)[C:2]1[CH:7]=[CH:6][CH:5]=[CH:4][CH:3]=1. The catalyst is C(Cl)Cl. The product is [CH2:1]([CH:8]1[CH2:13][CH2:12][N:11]([C:14]2[C:19]([Br:20])=[C:18]([CH3:21])[N:17]=[C:16]([CH3:22])[C:15]=2[C@H:23]([O:30][C:2]([CH3:7])([CH3:3])[CH3:1])[C:24]([O:26][CH:27]([CH3:28])[CH3:29])=[O:25])[CH2:10][CH2:9]1)[C:2]1[CH:7]=[CH:6][CH:5]=[CH:4][CH:3]=1. The yield is 0.840. (4) The reactants are CN(C)C=O.N1C(Cl)=NC(Cl)=NC=1[Cl:8].[Cl:15][C:16]1[C:21]([Cl:22])=[CH:20][C:19]([CH:23](O)[CH3:24])=[C:18]([O:26][CH3:27])[C:17]=1[CH:28]1[CH2:31][N:30]([C:32]([O:34][C:35]([CH3:38])([CH3:37])[CH3:36])=[O:33])[CH2:29]1. The catalyst is C(Cl)Cl.O. The product is [Cl:15][C:16]1[C:21]([Cl:22])=[CH:20][C:19]([CH:23]([Cl:8])[CH3:24])=[C:18]([O:26][CH3:27])[C:17]=1[CH:28]1[CH2:31][N:30]([C:32]([O:34][C:35]([CH3:38])([CH3:37])[CH3:36])=[O:33])[CH2:29]1. The yield is 0.900. (5) The yield is 0.673. The product is [CH3:17][N:3]1[C:11]2[C:6](=[CH:7][CH:8]=[CH:9][CH:10]=2)[CH2:5][C:4]1=[O:12]. The reactants are [H-].[Na+].[NH:3]1[C:11]2[C:6](=[CH:7][CH:8]=[CH:9][CH:10]=2)[CH2:5][C:4]1=[O:12].S(OC)(O[CH3:17])(=O)=O. The catalyst is C1(C)C(C)=CC=CC=1. (6) The reactants are [NH2:1][CH2:2][C:3]1[C:8](=[O:9])[N:7]2[NH:10][CH2:11][CH2:12][C:6]2=[CH:5][C:4]=1[CH2:13][CH2:14][N:15]([CH3:17])[CH3:16].[Cl:18][C:19]1[CH:20]=[C:21]([N:29]([C@H:32]2[CH2:37][CH2:36][C@H:35]([N:38]([CH3:40])[CH3:39])[CH2:34][CH2:33]2)[CH2:30][CH3:31])[C:22]([CH3:28])=[C:23]([CH:27]=1)[C:24](O)=[O:25].C(N(CC)CC)C.C1CN([P+](ON2N=NC3C=CC=CC2=3)(N2CCCC2)N2CCCC2)CC1.F[P-](F)(F)(F)(F)F. The catalyst is CS(C)=O. The product is [Cl:18][C:19]1[CH:20]=[C:21]([N:29]([C@H:32]2[CH2:33][CH2:34][C@H:35]([N:38]([CH3:40])[CH3:39])[CH2:36][CH2:37]2)[CH2:30][CH3:31])[C:22]([CH3:28])=[C:23]([CH:27]=1)[C:24]([NH:1][CH2:2][C:3]1[C:8](=[O:9])[N:7]2[NH:10][CH2:11][CH2:12][C:6]2=[CH:5][C:4]=1[CH2:13][CH2:14][N:15]([CH3:16])[CH3:17])=[O:25]. The yield is 0.100. (7) The reactants are [OH:1][C:2]1[CH:9]=[CH:8][C:7]([S:10]([CH3:13])(=[O:12])=[O:11])=[CH:6][C:3]=1[CH:4]=O.[S:14]1[CH2:20][C:18](=[O:19])[NH:17][C:15]1=S.[NH:21]1[CH2:25][CH2:24][CH2:23][CH2:22]1. No catalyst specified. The product is [OH:1][C:2]1[CH:9]=[CH:8][C:7]([S:10]([CH3:13])(=[O:12])=[O:11])=[CH:6][C:3]=1/[CH:4]=[C:20]1/[C:18](=[O:19])[N:17]=[C:15]([N:21]2[CH2:25][CH2:24][CH2:23][CH2:22]2)[S:14]/1. The yield is 0.830. (8) The reactants are [C:1]1([C:7]2[N:11]([S:12]([C:15]3[S:16][CH:17]=[CH:18][CH:19]=3)(=[O:14])=[O:13])[CH:10]=[C:9]([CH2:20][OH:21])[CH:8]=2)[CH:6]=[CH:5][CH:4]=[CH:3][CH:2]=1.C[N+]1([O-])CCOCC1. The catalyst is C(#N)C.C(OCC)(=O)C.[Ru]([O-])(=O)(=O)=O.C([N+](CCC)(CCC)CCC)CC. The product is [C:1]1([C:7]2[N:11]([S:12]([C:15]3[S:16][CH:17]=[CH:18][CH:19]=3)(=[O:14])=[O:13])[CH:10]=[C:9]([CH:20]=[O:21])[CH:8]=2)[CH:2]=[CH:3][CH:4]=[CH:5][CH:6]=1. The yield is 0.570. (9) The reactants are S(=O)(=O)(O)O.[CH2:6]([CH:8]([CH2:11][CH3:12])[CH:9]=O)[CH3:7].[Br:13][C:14]1[CH:15]=[CH:16][C:17]([O:22][CH3:23])=[C:18]([NH:20]N)[CH:19]=1.[BH4-].[Na+]. The catalyst is C(O)C. The product is [Br:13][C:14]1[CH:15]=[CH:16][C:17]([O:22][CH3:23])=[C:18]2[C:19]=1[C:8]([CH2:11][CH3:12])([CH2:6][CH3:7])[CH2:9][NH:20]2. The yield is 0.350.